Dataset: Forward reaction prediction with 1.9M reactions from USPTO patents (1976-2016). Task: Predict the product of the given reaction. (1) Given the reactants [NH2:1][C:2]1[CH:7]=[CH:6][C:5]([C@H:8]2[C:13]3[NH:14][C:15]4[CH:16]=[CH:17][CH:18]=[CH:19][C:20]=4[C:12]=3[CH2:11][C@@H:10]3[C:21](=[O:30])[N:22]([CH2:26][CH2:27][CH2:28][CH3:29])[CH2:23][C:24](=[O:25])[N:9]23)=[CH:4][CH:3]=1.C(N(CC)CC)C.[CH3:38][S:39](Cl)(=[O:41])=[O:40], predict the reaction product. The product is: [CH2:26]([N:22]1[CH2:23][C:24](=[O:25])[N:9]2[C@H:10]([CH2:11][C:12]3[C:20]4[CH:19]=[CH:18][CH:17]=[CH:16][C:15]=4[NH:14][C:13]=3[C@@H:8]2[C:5]2[CH:6]=[CH:7][C:2]([NH:1][S:39]([CH3:38])(=[O:41])=[O:40])=[CH:3][CH:4]=2)[C:21]1=[O:30])[CH2:27][CH2:28][CH3:29]. (2) Given the reactants [C:1](Cl)(=[O:4])[CH:2]=[CH2:3].[C:6]1([CH:13]=[CH:12][C:10]([OH:11])=[CH:9][CH:8]=1)[OH:7].C(N(CC)CC)C.[CH2:21]1C[O:24][CH2:23][CH2:22]1, predict the reaction product. The product is: [C:1]([O:7][C:6]1[CH:13]=[CH:12][C:10]([O:11][C:23](=[O:24])[CH:22]=[CH2:21])=[CH:9][CH:8]=1)(=[O:4])[CH:2]=[CH2:3]. (3) Given the reactants [CH2:1](Br)[CH:2]=[CH2:3].[CH2:5]([O:7][P:8]([O:12]CC)[O:9][CH2:10][CH3:11])[CH3:6], predict the reaction product. The product is: [CH2:1]([P:8](=[O:12])([O:9][CH2:10][CH3:11])[O:7][CH2:5][CH3:6])[CH:2]=[CH2:3]. (4) Given the reactants [C:1]([O:5][C:6]([N:8]1[CH2:13][CH2:12][O:11][CH2:10][C@@H:9]1[C:14]([NH:16][NH:17][C:18]1[CH:23]=[CH:22][C:21]([F:24])=[CH:20][N:19]=1)=O)=[O:7])([CH3:4])([CH3:3])[CH3:2].C1C=CC(P(C2C=CC=CC=2)C2C=CC=CC=2)=CC=1.CCN(CC)CC.ClC(Cl)(Cl)C(Cl)(Cl)Cl, predict the reaction product. The product is: [C:1]([O:5][C:6]([N:8]1[CH2:13][CH2:12][O:11][CH2:10][C@@H:9]1[C:14]1[N:19]2[CH:20]=[C:21]([F:24])[CH:22]=[CH:23][C:18]2=[N:17][N:16]=1)=[O:7])([CH3:4])([CH3:3])[CH3:2]. (5) Given the reactants [CH3:1][NH2:2].Cl.C[Al](C)C.C(O[C:11](=[O:31])[CH2:12][CH:13]([C:20]1[C:28]([O:29][CH3:30])=[CH:27][CH:26]=[C:25]2[C:21]=1[CH:22]=[CH:23][NH:24]2)[C:14]1[CH:19]=[CH:18][CH:17]=[CH:16][CH:15]=1)C, predict the reaction product. The product is: [CH3:30][O:29][C:28]1[C:20]([CH:13]([C:14]2[CH:15]=[CH:16][CH:17]=[CH:18][CH:19]=2)[CH2:12][C:11]([NH:2][CH3:1])=[O:31])=[C:21]2[C:25](=[CH:26][CH:27]=1)[NH:24][CH:23]=[CH:22]2.